From a dataset of Peptide-MHC class II binding affinity with 134,281 pairs from IEDB. Regression. Given a peptide amino acid sequence and an MHC pseudo amino acid sequence, predict their binding affinity value. This is MHC class II binding data. (1) The peptide sequence is AHCIGITDRDFIEGV. The MHC is DRB1_0404 with pseudo-sequence DRB1_0404. The binding affinity (normalized) is 0.0569. (2) The peptide sequence is RMAMTDTTPFGQQRV. The MHC is DRB1_1101 with pseudo-sequence DRB1_1101. The binding affinity (normalized) is 0.0614. (3) The peptide sequence is QFKRASPILRFLYAN. The MHC is H-2-IAb with pseudo-sequence H-2-IAb. The binding affinity (normalized) is 0.0833.